Dataset: Reaction yield outcomes from USPTO patents with 853,638 reactions. Task: Predict the reaction yield, written as a fraction of the theoretical maximum amount of product (1.0 means a 100% yield; for example, 0.34 means a 34% yield). (1) The product is [C:20](=[N:33][C:2]1[N:3]=[C:4]2[C:10]([Cl:11])=[CH:9][N:8]([CH2:12][O:13][CH2:14][CH2:15][Si:16]([CH3:19])([CH3:18])[CH3:17])[C:5]2=[N:6][CH:7]=1)([C:27]1[CH:28]=[CH:29][CH:30]=[CH:31][CH:32]=1)[C:21]1[CH:26]=[CH:25][CH:24]=[CH:23][CH:22]=1. The yield is 0.590. The catalyst is C1COCC1.CC([O-])=O.CC([O-])=O.[Pd+2]. The reactants are Br[C:2]1[N:3]=[C:4]2[C:10]([Cl:11])=[CH:9][N:8]([CH2:12][O:13][CH2:14][CH2:15][Si:16]([CH3:19])([CH3:18])[CH3:17])[C:5]2=[N:6][CH:7]=1.[C:20](=[NH:33])([C:27]1[CH:32]=[CH:31][CH:30]=[CH:29][CH:28]=1)[C:21]1[CH:26]=[CH:25][CH:24]=[CH:23][CH:22]=1.C([O-])([O-])=O.[Cs+].[Cs+].C1C=CC(P(C2C(C3C(P(C4C=CC=CC=4)C4C=CC=CC=4)=CC=C4C=3C=CC=C4)=C3C(C=CC=C3)=CC=2)C2C=CC=CC=2)=CC=1. (2) The reactants are [F:1][C:2]1[CH:10]=[C:9]2[C:5]([C:6](=[C:12]3[C:20]4[C:15](=[CH:16][CH:17]=[CH:18][CH:19]=4)[CH:14]([CH2:21][C:22]([OH:24])=[O:23])[O:13]3)[C:7](=[O:11])[NH:8]2)=[CH:4][CH:3]=1.C[O-].[Na+:27].CO.CCOC(C)=O. The catalyst is CO. The product is [F:1][C:2]1[CH:10]=[C:9]2[C:5](/[C:6](=[C:12]3\[O:13][CH:14]([CH2:21][C:22]([O-:24])=[O:23])[C:15]4[CH:16]=[CH:17][CH:18]=[CH:19][C:20]\3=4)/[C:7](=[O:11])[NH:8]2)=[CH:4][CH:3]=1.[Na+:27]. The yield is 1.00. (3) The reactants are [CH3:1][N:2]([CH3:19])[CH2:3][CH2:4][N:5]1[CH2:10][CH2:9][N:8]([C:11]2[CH:18]=[CH:17][C:14]([CH:15]=O)=[CH:13][CH:12]=2)[CH2:7][CH2:6]1.[NH2:20][C:21]1[N:22]=[N:23][C:24]([CH3:27])=[CH:25][CH:26]=1.C([O:30][C:31](=O)[C:32]([OH:45])=[CH:33][C:34]([C:36]1[CH:41]=[CH:40][C:39]([CH:42]([CH3:44])[CH3:43])=[CH:38][CH:37]=1)=[O:35])C. No catalyst specified. The product is [CH3:1][N:2]([CH3:19])[CH2:3][CH2:4][N:5]1[CH2:10][CH2:9][N:8]([C:11]2[CH:18]=[CH:17][C:14]([CH:15]3[N:20]([C:21]4[N:22]=[N:23][C:24]([CH3:27])=[CH:25][CH:26]=4)[C:31](=[O:30])[C:32]([OH:45])=[C:33]3[C:34](=[O:35])[C:36]3[CH:37]=[CH:38][C:39]([CH:42]([CH3:43])[CH3:44])=[CH:40][CH:41]=3)=[CH:13][CH:12]=2)[CH2:7][CH2:6]1. The yield is 0.110.